Dataset: Forward reaction prediction with 1.9M reactions from USPTO patents (1976-2016). Task: Predict the product of the given reaction. Given the reactants [Cl:1][C:2]1[CH:7]=[CH:6][C:5]([OH:8])=[CH:4][CH:3]=1.C([O-])([O-])=O.[K+].[K+].[CH2:15](Br)[CH:16]([CH3:18])[CH3:17], predict the reaction product. The product is: [Cl:1][C:2]1[CH:7]=[CH:6][C:5]([O:8][CH2:15][CH:16]([CH3:18])[CH3:17])=[CH:4][CH:3]=1.